This data is from Full USPTO retrosynthesis dataset with 1.9M reactions from patents (1976-2016). The task is: Predict the reactants needed to synthesize the given product. Given the product [C:1]([C:5]1[CH:6]=[CH:7][C:8]2[O:12][C:11]([C:13]3[CH:14]=[C:15]([CH:19]=[C:20]([N+:22]([O-:24])=[O:23])[CH:21]=3)[C:16]([NH:33][C:29]3[CH:30]=[CH:31][CH:32]=[C:27]([Cl:26])[C:28]=3[CH3:34])=[O:17])=[N:10][C:9]=2[CH:25]=1)([CH3:4])([CH3:2])[CH3:3], predict the reactants needed to synthesize it. The reactants are: [C:1]([C:5]1[CH:6]=[CH:7][C:8]2[O:12][C:11]([C:13]3[CH:14]=[C:15]([CH:19]=[C:20]([N+:22]([O-:24])=[O:23])[CH:21]=3)[C:16](Cl)=[O:17])=[N:10][C:9]=2[CH:25]=1)([CH3:4])([CH3:3])[CH3:2].[Cl:26][C:27]1[C:28]([CH3:34])=[C:29]([NH2:33])[CH:30]=[CH:31][CH:32]=1.C(N(CC)CC)C.O.